This data is from Reaction yield outcomes from USPTO patents with 853,638 reactions. The task is: Predict the reaction yield, written as a fraction of the theoretical maximum amount of product (1.0 means a 100% yield; for example, 0.34 means a 34% yield). (1) The reactants are Br[C:2]1[CH:3]=[CH:4][C:5]([NH:12][C:13](=[O:19])[C:14]([O:16][CH2:17][CH3:18])=[O:15])=[C:6]([CH:11]=1)[C:7]([O:9][CH3:10])=[O:8].C(N(CC)CC)C.[C:27]([O:31][C:32]([CH3:35])([CH3:34])[CH3:33])(=[O:30])[CH:28]=[CH2:29].O. The catalyst is CN(C=O)C.CC([O-])=O.CC([O-])=O.[Pd+2]. The product is [C:32]([O:31][C:27](=[O:30])/[CH:28]=[CH:29]/[C:2]1[CH:3]=[CH:4][C:5]([NH:12][C:13](=[O:19])[C:14]([O:16][CH2:17][CH3:18])=[O:15])=[C:6]([CH:11]=1)[C:7]([O:9][CH3:10])=[O:8])([CH3:35])([CH3:34])[CH3:33]. The yield is 0.690. (2) The reactants are C(NC(C)C)(C)C.C([Li])CCC.[O:13]([C:20]1[CH:25]=[CH:24][C:23]([CH2:26][C:27]([OH:29])=[O:28])=[CH:22][CH:21]=1)[C:14]1[CH:19]=[CH:18][CH:17]=[CH:16][CH:15]=1.I[CH2:31][CH:32]1[CH2:36][CH2:35][CH2:34][CH2:33]1.Cl. The catalyst is O1CCCC1.CN1CCCN(C)C1=O. The product is [CH:32]1([CH2:31][CH:26]([C:23]2[CH:22]=[CH:21][C:20]([O:13][C:14]3[CH:15]=[CH:16][CH:17]=[CH:18][CH:19]=3)=[CH:25][CH:24]=2)[C:27]([OH:29])=[O:28])[CH2:36][CH2:35][CH2:34][CH2:33]1. The yield is 0.910. (3) The reactants are OS(O)(=O)=O.[CH3:6][N:7]1[CH:11]=[C:10]([C:12]2[CH:17]=[CH:16][C:15]([C:18]3[C:27]4[C:22](=[CH:23][CH:24]=[C:25]([C:28]#[N:29])[CH:26]=4)[CH:21]=[N:20][CH:19]=3)=[CH:14][CH:13]=2)[CH:9]=[N:8]1.[OH-].[Na+].C([O-])(O)=[O:33].[Na+]. The catalyst is O. The product is [CH3:6][N:7]1[CH:11]=[C:10]([C:12]2[CH:17]=[CH:16][C:15]([C:18]3[C:27]4[C:22](=[CH:23][CH:24]=[C:25]([C:28]([NH2:29])=[O:33])[CH:26]=4)[CH:21]=[N:20][CH:19]=3)=[CH:14][CH:13]=2)[CH:9]=[N:8]1. The yield is 0.490. (4) The reactants are [I:1][C:2]1[CH:3]=[C:4]([NH3+:16])[CH:5]=[C:6]([C:8](=[O:15])[NH:9][CH:10]([CH3:14])[CH2:11][O:12][CH3:13])[CH:7]=1.[N-:17]=[N+:18]=[N-:19].[Na+].[CH:21](OCC)(OCC)OCC. The catalyst is CC(O)=O. The product is [I:1][C:2]1[CH:7]=[C:6]([CH:5]=[C:4]([N:16]2[CH:21]=[N:19][N:18]=[N:17]2)[CH:3]=1)[C:8]([NH:9][CH:10]([CH3:14])[CH2:11][O:12][CH3:13])=[O:15]. The yield is 0.720. (5) The reactants are C[O:2][C:3](=[O:31])[CH2:4][C:5]1[CH:10]=[CH:9][C:8]([C:11]#[C:12][C:13]2[CH:14]=[C:15]3[C:20](=[C:21]([O:23][CH:24]([CH3:26])[CH3:25])[CH:22]=2)[O:19][C:18]([CH3:28])([CH3:27])[CH2:17][C:16]3([CH3:30])[CH3:29])=[CH:7][CH:6]=1.[OH-].[Na+]. The catalyst is CO. The product is [CH:24]([O:23][C:21]1[CH:22]=[C:13]([C:12]#[C:11][C:8]2[CH:7]=[CH:6][C:5]([CH2:4][C:3]([OH:31])=[O:2])=[CH:10][CH:9]=2)[CH:14]=[C:15]2[C:20]=1[O:19][C:18]([CH3:27])([CH3:28])[CH2:17][C:16]2([CH3:30])[CH3:29])([CH3:26])[CH3:25]. The yield is 0.780. (6) The reactants are C(N(CC)CC)C.Cl[C:9]([O:11][CH2:12][C:13]1[CH:18]=[CH:17][CH:16]=[CH:15][CH:14]=1)=[O:10].[CH2:19]([O:26][C:27]1[CH:67]=[CH:66][C:30]([CH2:31][CH2:32][NH:33][CH2:34][CH2:35][N:36]([CH:60]2[CH2:65][CH2:64][CH2:63][CH2:62][CH2:61]2)[C:37](=[O:59])[CH2:38][CH2:39][N:40]([CH2:51][CH2:52][C:53]2[CH:58]=[CH:57][CH:56]=[CH:55][CH:54]=2)[C:41](=[O:50])[O:42][CH2:43][C:44]2[CH:49]=[CH:48][CH:47]=[CH:46][CH:45]=2)=[CH:29][C:28]=1[N+:68]([O-:70])=[O:69])[C:20]1[CH:25]=[CH:24][CH:23]=[CH:22][CH:21]=1. The catalyst is ClCCl. The product is [CH2:19]([O:26][C:27]1[CH:67]=[CH:66][C:30]([CH2:31][CH2:32][N:33]([CH2:34][CH2:35][N:36]([CH:60]2[CH2:65][CH2:64][CH2:63][CH2:62][CH2:61]2)[C:37](=[O:59])[CH2:38][CH2:39][N:40]([C:41]([O:42][CH2:43][C:44]2[CH:49]=[CH:48][CH:47]=[CH:46][CH:45]=2)=[O:50])[CH2:51][CH2:52][C:53]2[CH:54]=[CH:55][CH:56]=[CH:57][CH:58]=2)[C:9](=[O:10])[O:11][CH2:12][C:13]2[CH:18]=[CH:17][CH:16]=[CH:15][CH:14]=2)=[CH:29][C:28]=1[N+:68]([O-:70])=[O:69])[C:20]1[CH:25]=[CH:24][CH:23]=[CH:22][CH:21]=1. The yield is 0.511. (7) The reactants are [NH2:1][C:2]1[CH:10]=[CH:9][C:8]([I:11])=[CH:7][C:3]=1[C:4](O)=[O:5].[CH:12]([NH2:14])=O. The catalyst is O. The product is [I:11][C:8]1[CH:7]=[C:3]2[C:2](=[CH:10][CH:9]=1)[NH:1][CH:12]=[N:14][C:4]2=[O:5]. The yield is 0.700. (8) The reactants are Br[CH:2]([C:4]1[CH:35]=[CH:34][C:7]([C:8]([NH:10][C:11]2[CH:16]=[CH:15][C:14]([CH3:17])=[C:13]([C:18]3[CH:27]=[C:26]4[C:21]([CH:22]=[C:23]([NH:28][C:29]([CH:31]5[CH2:33][CH2:32]5)=[O:30])[N:24]=[CH:25]4)=[CH:20][CH:19]=3)[CH:12]=2)=[O:9])=[CH:6][CH:5]=1)[CH3:3].[CH3:36][NH:37][CH3:38].C(N(CC)CC)C.CN(C)C=O. The catalyst is O1CCCC1.ClCCl. The product is [CH:31]1([C:29]([NH:28][C:23]2[N:24]=[CH:25][C:26]3[C:21]([CH:22]=2)=[CH:20][CH:19]=[C:18]([C:13]2[CH:12]=[C:11]([NH:10][C:8](=[O:9])[C:7]4[CH:34]=[CH:35][C:4]([CH:2]([N:37]([CH3:38])[CH3:36])[CH3:3])=[CH:5][CH:6]=4)[CH:16]=[CH:15][C:14]=2[CH3:17])[CH:27]=3)=[O:30])[CH2:33][CH2:32]1. The yield is 0.220. (9) The reactants are [N-]=[N+]=[N-].[Na+].[Cl-].[NH4+:6].[CH3:7][O:8][C:9]1[CH:14]=[CH:13][C:12]([C:15]23[NH:32][CH2:31][CH2:30][N:16]2[C:17](=[O:29])[C:18]2[N:19]([CH:21]=[C:22]([C:24]4[NH:28][N:27]=[N:26][N:25]=4)[CH:23]=2)[CH2:20]3)=[CH:11][CH:10]=1.CN([CH:36]=[O:37])C. No catalyst specified. The product is [CH3:7][O:8][C:9]1[CH:14]=[CH:13][C:12]([C:15]23[N:32]([C:9]([C:10]4[C:11]([CH3:12])=[N:6][O:37][CH:36]=4)=[O:8])[CH2:31][CH2:30][N:16]2[C:17](=[O:29])[C:18]2[N:19]([CH:21]=[C:22]([C:24]4[NH:28][N:27]=[N:26][N:25]=4)[CH:23]=2)[CH2:20]3)=[CH:11][CH:10]=1. The yield is 0.130.